Task: Predict the reactants needed to synthesize the given product.. Dataset: Full USPTO retrosynthesis dataset with 1.9M reactions from patents (1976-2016) (1) Given the product [F:1][C:2]1[CH:7]=[CH:6][C:5]([NH:8][C:9]2[CH:14]=[CH:13][N:12]=[C:11]([NH:15][C:16]3[CH:17]=[CH:18][C:19]([S:22]([N:25]([CH3:32])[CH:26]4[CH2:31][CH2:30][N:29]([CH2:39][C:37]5[CH:38]=[N:34][NH:35][CH:36]=5)[CH2:28][CH2:27]4)(=[O:23])=[O:24])=[CH:20][CH:21]=3)[N:10]=2)=[CH:4][C:3]=1[CH3:33], predict the reactants needed to synthesize it. The reactants are: [F:1][C:2]1[CH:7]=[CH:6][C:5]([NH:8][C:9]2[CH:14]=[CH:13][N:12]=[C:11]([NH:15][C:16]3[CH:21]=[CH:20][C:19]([S:22]([N:25]([CH3:32])[CH:26]4[CH2:31][CH2:30][NH:29][CH2:28][CH2:27]4)(=[O:24])=[O:23])=[CH:18][CH:17]=3)[N:10]=2)=[CH:4][C:3]=1[CH3:33].[NH:34]1[CH:38]=[C:37]([CH:39]=O)[CH:36]=[N:35]1. (2) Given the product [F:75][C:69]1[C:70]([F:74])=[CH:71][CH:72]=[CH:73][C:68]=1[CH2:67][S:66][C:61]1[N:60]=[C:59]([O:58][C@@H:56]([CH3:57])[C:55]([O:54][CH2:52][CH3:53])=[O:76])[CH:64]=[C:63]([NH:10][S:7]([C:5]2[N:4]=[C:3]([CH3:11])[N:2]([CH3:1])[CH:6]=2)(=[O:9])=[O:8])[N:62]=1, predict the reactants needed to synthesize it. The reactants are: [CH3:1][N:2]1[CH:6]=[C:5]([S:7]([NH2:10])(=[O:9])=[O:8])[N:4]=[C:3]1[CH3:11].C1(P(C2CCCCC2)C2C=CC=CC=2C2C(C(C)C)=CC(C(C)C)=CC=2C(C)C)CCCCC1.C(=O)([O-])[O-].[Cs+].[Cs+].[CH2:52]([O:54][C:55](=[O:76])[C@H:56]([O:58][C:59]1[CH:64]=[C:63](Cl)[N:62]=[C:61]([S:66][CH2:67][C:68]2[CH:73]=[CH:72][CH:71]=[C:70]([F:74])[C:69]=2[F:75])[N:60]=1)[CH3:57])[CH3:53].